This data is from Full USPTO retrosynthesis dataset with 1.9M reactions from patents (1976-2016). The task is: Predict the reactants needed to synthesize the given product. (1) Given the product [NH2:1][C:2]1[C:3]([CH3:12])=[N:4][CH:5]=[C:6]([CH:11]=1)[C:7]([OH:9])=[O:8], predict the reactants needed to synthesize it. The reactants are: [NH2:1][C:2]1[C:3]([CH3:12])=[N:4][CH:5]=[C:6]([CH:11]=1)[C:7]([O:9]C)=[O:8].[OH-].[Na+]. (2) Given the product [Cl:2][C:3]1[CH:8]=[CH:7][C:6]([C@H:9]([OH:12])[CH2:10][OH:1])=[CH:5][CH:4]=1, predict the reactants needed to synthesize it. The reactants are: [OH2:1].[Cl:2][C:3]1[CH:8]=[CH:7][C:6]([CH:9]=[CH2:10])=[CH:5][CH:4]=1.S([O-])([O-])=[O:12].[Na+].[Na+]. (3) Given the product [CH3:12][C:11]1([CH3:13])[C:5]2[C:4](=[CH:3][C:2]([CH3:1])=[CH:7][CH:6]=2)[S:8][CH2:9][CH2:10]1, predict the reactants needed to synthesize it. The reactants are: [CH3:1][C:2]1[CH:7]=[CH:6][CH:5]=[C:4]([S:8][CH2:9][CH:10]=[C:11]([CH3:13])[CH3:12])[CH:3]=1.C1(C)C=CC(S(O)(=O)=O)=CC=1. (4) Given the product [Br:1][C:2]1[CH:3]=[C:4]2[C:9](=[CH:10][CH:11]=1)[N:8]=[CH:7][C:6]([N+:12]([O-:14])=[O:13])=[C:5]2[NH:24][CH2:25][CH2:26][CH2:27][N:28]1[CH2:32][CH2:31][CH2:30][C:29]1=[O:33], predict the reactants needed to synthesize it. The reactants are: [Br:1][C:2]1[CH:3]=[C:4]2[C:9](=[CH:10][CH:11]=1)[N:8]=[CH:7][C:6]([N+:12]([O-:14])=[O:13])=[C:5]2Cl.BrC1C=CC(N)=CC=1.[NH2:24][CH2:25][CH2:26][CH2:27][N:28]1[CH2:32][CH2:31][CH2:30][C:29]1=[O:33]. (5) Given the product [O:1]1[CH2:5][CH2:4][CH2:3][C@@H:2]1[C@H:6]([NH2:9])[CH2:7][CH3:8], predict the reactants needed to synthesize it. The reactants are: [O:1]1[CH2:5][CH2:4][CH2:3][C@@H:2]1[C@H:6]([NH:9]C(=O)OC(C)(C)C)[CH2:7][CH3:8].Cl. (6) Given the product [Cl:1][C:2]1[CH:7]=[CH:6][C:5]([O:8][C:9]2[CH:14]=[CH:13][CH:12]=[C:11]([S:15]([CH2:18][CH2:19][CH2:20][S:41]([CH3:45])(=[O:43])=[O:40])(=[O:17])=[O:16])[CH:10]=2)=[CH:4][C:3]=1[C:22]1[C:31]2[C:26](=[C:27]([C:32]([F:35])([F:34])[F:33])[CH:28]=[CH:29][CH:30]=2)[N:25]=[CH:24][N:23]=1, predict the reactants needed to synthesize it. The reactants are: [Cl:1][C:2]1[CH:7]=[CH:6][C:5]([O:8][C:9]2[CH:14]=[CH:13][CH:12]=[C:11]([S:15]([CH2:18][CH2:19][CH2:20]I)(=[O:17])=[O:16])[CH:10]=2)=[CH:4][C:3]=1[C:22]1[C:31]2[C:26](=[C:27]([C:32]([F:35])([F:34])[F:33])[CH:28]=[CH:29][CH:30]=2)[N:25]=[CH:24][N:23]=1.C[S-].[Na+].O[O:40][S:41]([O-:43])=O.[K+].[C:45]([O-])(O)=O.[Na+]. (7) Given the product [CH3:15][N:14]([CH3:16])[C:12]1[C:11]([CH3:17])=[CH:10][C:9]2[NH:18][C:19](=[O:42])[CH2:20][C:21]([C:22]3[CH:27]=[CH:26][CH:25]=[C:24]([N:28]4[C:32]([CH2:33][OH:34])=[CH:31][N:30]=[N:29]4)[CH:23]=3)=[N:7][C:8]=2[CH:13]=1, predict the reactants needed to synthesize it. The reactants are: C(OC(=O)[NH:7][C:8]1[CH:13]=[C:12]([N:14]([CH3:16])[CH3:15])[C:11]([CH3:17])=[CH:10][C:9]=1[NH:18][C:19](=[O:42])[CH2:20][C:21](=O)[C:22]1[CH:27]=[CH:26][CH:25]=[C:24]([N:28]2[C:32]([CH2:33][O:34]C3CCCCO3)=[CH:31][N:30]=[N:29]2)[CH:23]=1)(C)(C)C.C(O)(C(F)(F)F)=O.